This data is from Forward reaction prediction with 1.9M reactions from USPTO patents (1976-2016). The task is: Predict the product of the given reaction. Given the reactants C([N:9]1[C:14](=[O:15])[C:13]([C:16]2[C:17]([CH3:22])=[N:18][CH:19]=[CH:20][CH:21]=2)=[CH:12][N:11]([CH2:23][CH2:24][CH2:25][CH2:26][Cl:27])[C:10]1=[O:28])(=O)C1C=CC=CC=1, predict the reaction product. The product is: [Cl:27][CH2:26][CH2:25][CH2:24][CH2:23][N:11]1[CH:12]=[C:13]([C:16]2[C:17]([CH3:22])=[N:18][CH:19]=[CH:20][CH:21]=2)[C:14](=[O:15])[NH:9][C:10]1=[O:28].